From a dataset of Reaction yield outcomes from USPTO patents with 853,638 reactions. Predict the reaction yield, written as a fraction of the theoretical maximum amount of product (1.0 means a 100% yield; for example, 0.34 means a 34% yield). (1) The reactants are [CH2:1]([CH:3]([CH2:18][CH3:19])[CH2:4][NH:5][C:6]1[C:11]([C:12]([O:14]C)=[O:13])=[CH:10][N:9]=[C:8]([S:16][CH3:17])[N:7]=1)[CH3:2].C(O)C.[OH-].[Na+]. The catalyst is O. The product is [CH2:18]([CH:3]([CH2:1][CH3:2])[CH2:4][NH:5][C:6]1[C:11]([C:12]([OH:14])=[O:13])=[CH:10][N:9]=[C:8]([S:16][CH3:17])[N:7]=1)[CH3:19]. The yield is 0.910. (2) The reactants are [F:1][C:2]1[CH:3]=[C:4]([N+:10]([O-:12])=[O:11])[CH:5]=[C:6]([F:9])[C:7]=1F.[CH3:13][CH:14]([C:20]([O:22][CH2:23][CH3:24])=[O:21])[C:15]([O:17][CH2:18][CH3:19])=[O:16].[OH-].[Na+]. The catalyst is CN(C=O)C. The product is [F:9][C:6]1[CH:5]=[C:4]([N+:10]([O-:12])=[O:11])[CH:3]=[C:2]([F:1])[C:7]=1[C:14]([CH3:13])([C:15]([O:17][CH2:18][CH3:19])=[O:16])[C:20]([O:22][CH2:23][CH3:24])=[O:21]. The yield is 0.630. (3) The reactants are [Cl:1][C:2]1[N:3]=[CH:4][C:5]2[NH:11][C:10](=[O:12])[CH2:9][CH2:8][N:7]([CH:13]3[CH2:17][CH2:16][CH2:15][CH2:14]3)[C:6]=2[N:18]=1.[CH3:19]I.[H-].[Na+]. The catalyst is CN(C=O)C. The product is [Cl:1][C:2]1[N:3]=[CH:4][C:5]2[N:11]([CH3:19])[C:10](=[O:12])[CH2:9][CH2:8][N:7]([CH:13]3[CH2:17][CH2:16][CH2:15][CH2:14]3)[C:6]=2[N:18]=1. The yield is 0.750. (4) The reactants are [CH3:1][O:2][C:3]1[CH:11]=[CH:10][C:6]([C:7]([OH:9])=[O:8])=[CH:5][CH:4]=1.CN(CCN(C)C)C.[Li]C(CC)C.[F:25][C:26]1[CH:35]=[CH:34][CH:33]=[CH:32][C:27]=1[C:28](OC)=[O:29]. The catalyst is C1COCC1.C1(C)C=CC=CC=1. The product is [F:25][C:26]1[CH:35]=[CH:34][CH:33]=[CH:32][C:27]=1[C:28]([C:10]1[CH:11]=[C:3]([O:2][CH3:1])[CH:4]=[CH:5][C:6]=1[C:7]([OH:9])=[O:8])=[O:29]. The yield is 0.520. (5) The reactants are [NH2:1][C:2]1[N:6]=[CH:5][N:4]([C:7]2[CH:14]=[CH:13][C:12](/[CH:15]=[CH:16]/[CH:17]([C:22]3[CH:27]=[C:26]([Cl:28])[C:25]([Cl:29])=[C:24]([Cl:30])[CH:23]=3)[C:18]([F:21])([F:20])[F:19])=[CH:11][C:8]=2[C:9]#[N:10])[N:3]=1.[CH:31]1([C:34](Cl)=[O:35])[CH2:33][CH2:32]1. The catalyst is C(Cl)Cl. The product is [C:9]([C:8]1[CH:11]=[C:12](/[CH:15]=[CH:16]/[CH:17]([C:22]2[CH:23]=[C:24]([Cl:30])[C:25]([Cl:29])=[C:26]([Cl:28])[CH:27]=2)[C:18]([F:19])([F:20])[F:21])[CH:13]=[CH:14][C:7]=1[N:4]1[CH:5]=[N:6][C:2]([NH:1][C:34]([CH:31]2[CH2:33][CH2:32]2)=[O:35])=[N:3]1)#[N:10]. The yield is 0.340. (6) The reactants are [CH:1]([N:14]1[CH2:17][CH:16]([OH:18])[CH2:15]1)([C:8]1[CH:13]=[CH:12][CH:11]=[CH:10][CH:9]=1)[C:2]1[CH:7]=[CH:6][CH:5]=[CH:4][CH:3]=1.[H-].[Na+].[CH3:21]I. The catalyst is CN(C=O)C. The product is [CH:1]([N:14]1[CH2:17][CH:16]([O:18][CH3:21])[CH2:15]1)([C:8]1[CH:13]=[CH:12][CH:11]=[CH:10][CH:9]=1)[C:2]1[CH:3]=[CH:4][CH:5]=[CH:6][CH:7]=1. The yield is 0.920. (7) The reactants are [Cl:1][C:2]1[C:7]([CH2:8]Cl)=[C:6]([Cl:10])[C:5]([CH2:11]Cl)=[C:4]([Cl:13])[C:3]=1[Cl:14].[Cl:15]CC1C(C)=C(CCl)C(C)=CC=1C.[NH2:28][C:29]([NH2:31])=[S:30]. No catalyst specified. The product is [ClH:1].[ClH:15].[Cl:10][C:6]1[C:7]([CH2:8][NH:28][C:29]([SH:30])=[NH:31])=[C:2]([Cl:1])[C:3]([Cl:14])=[C:4]([Cl:13])[C:5]=1[CH2:11][NH:31][C:29]([SH:30])=[NH:28]. The yield is 0.900.